This data is from Full USPTO retrosynthesis dataset with 1.9M reactions from patents (1976-2016). The task is: Predict the reactants needed to synthesize the given product. (1) Given the product [NH2:1][C:2]1[N:7]=[CH:6][N:5]=[C:4]2[N:8]([CH:12]([C:14]3[O:15][C:16]4[C:21]([C:22](=[O:31])[C:23]=3[C:24]3[CH:29]=[CH:28][CH:27]=[C:26]([F:30])[CH:25]=3)=[CH:20][CH:19]=[CH:18][CH:17]=4)[CH3:13])[N:9]=[C:10]([C:35]3[CH:36]=[CH:37][CH:38]=[CH:39][C:34]=3[CH2:33][OH:32])[C:3]=12, predict the reactants needed to synthesize it. The reactants are: [NH2:1][C:2]1[N:7]=[CH:6][N:5]=[C:4]2[N:8]([CH:12]([C:14]3[O:15][C:16]4[C:21]([C:22](=[O:31])[C:23]=3[C:24]3[CH:29]=[CH:28][CH:27]=[C:26]([F:30])[CH:25]=3)=[CH:20][CH:19]=[CH:18][CH:17]=4)[CH3:13])[N:9]=[C:10](I)[C:3]=12.[OH:32][CH2:33][C:34]1[CH:39]=[CH:38][CH:37]=[CH:36][C:35]=1B(O)O.C(=O)([O-])[O-].[Na+].[Na+].ClCCl. (2) Given the product [NH2:1][C:2]1[S:3][C:4]([C:17]2[CH:22]=[CH:21][CH:20]=[C:19]([F:23])[CH:18]=2)=[C:5]([C:7]([N:9]2[C@H:14]([CH2:15][NH:16][C:34]([C:27]3[C:28]4[C:33](=[CH:32][CH:31]=[CH:30][CH:29]=4)[N:25]([CH3:24])[CH:26]=3)=[O:35])[CH2:13][C@H:12]3[C@@H:10]2[CH2:11]3)=[O:8])[N:6]=1, predict the reactants needed to synthesize it. The reactants are: [NH2:1][C:2]1[S:3][C:4]([C:17]2[CH:22]=[CH:21][CH:20]=[C:19]([F:23])[CH:18]=2)=[C:5]([C:7]([N:9]2[C@H:14]([CH2:15][NH2:16])[CH2:13][C@H:12]3[C@@H:10]2[CH2:11]3)=[O:8])[N:6]=1.[CH3:24][N:25]1[C:33]2[C:28](=[CH:29][CH:30]=[CH:31][CH:32]=2)[C:27]([C:34](O)=[O:35])=[CH:26]1.